This data is from Forward reaction prediction with 1.9M reactions from USPTO patents (1976-2016). The task is: Predict the product of the given reaction. (1) Given the reactants [H-].[Al+3].[Li+].[H-].[H-].[H-].[NH2:7][C:8]1[C:13]([C:14](OCC)=[O:15])=[C:12]([C:19]([F:22])([F:21])[F:20])[N:11]=[CH:10][CH:9]=1.O, predict the reaction product. The product is: [NH2:7][C:8]1[CH:9]=[CH:10][N:11]=[C:12]([C:19]([F:22])([F:20])[F:21])[C:13]=1[CH2:14][OH:15]. (2) Given the reactants O.[Sn](Cl)Cl.[C:5]([C:7]1[N:8]=[CH:9][C:10]([NH:13][C:14]2[CH:19]=[C:18]([NH:20][CH2:21][CH:22]3[CH2:27][CH2:26][N:25]([C:28]([O:30][C:31]([CH3:34])([CH3:33])[CH3:32])=[O:29])[CH2:24][CH2:23]3)[C:17]([N+:35]([O-])=O)=[CH:16][N:15]=2)=[N:11][CH:12]=1)#[N:6], predict the reaction product. The product is: [NH2:35][C:17]1[C:18]([NH:20][CH2:21][CH:22]2[CH2:27][CH2:26][N:25]([C:28]([O:30][C:31]([CH3:34])([CH3:33])[CH3:32])=[O:29])[CH2:24][CH2:23]2)=[CH:19][C:14]([NH:13][C:10]2[CH:9]=[N:8][C:7]([C:5]#[N:6])=[CH:12][N:11]=2)=[N:15][CH:16]=1. (3) Given the reactants O[CH2:2][C:3]1[CH:7]=[CH:6][S:5][C:4]=1[CH2:8][CH2:9]O.[Br-:11].[Br-:12].C1(P(C2C=CC=CC=2)C2C=CC=CC=2)C=CC=CC=1.CCCCCC.C(OCC)(=O)C, predict the reaction product. The product is: [Br:11][CH2:9][CH2:8][C:4]1[S:5][CH:6]=[CH:7][C:3]=1[CH2:2][Br:12]. (4) Given the reactants [NH2:1][CH:2]([C:11]1[C:16]([O:17][CH3:18])=[CH:15][CH:14]=[CH:13][C:12]=1[O:19][CH3:20])[CH2:3][CH2:4][CH2:5][CH2:6][C:7]([O:9]C)=O.[C:21]1([C:27]2[CH:28]=[N:29][CH:30]=[C:31]([CH:34]=2)[CH:32]=O)[CH:26]=[CH:25][CH:24]=[CH:23][CH:22]=1, predict the reaction product. The product is: [CH3:20][O:19][C:12]1[CH:13]=[CH:14][CH:15]=[C:16]([O:17][CH3:18])[C:11]=1[CH:2]1[N:1]([CH2:32][C:31]2[CH:30]=[N:29][CH:28]=[C:27]([C:21]3[CH:22]=[CH:23][CH:24]=[CH:25][CH:26]=3)[CH:34]=2)[C:7](=[O:9])[CH2:6][CH2:5][CH2:4][CH2:3]1.